From a dataset of Catalyst prediction with 721,799 reactions and 888 catalyst types from USPTO. Predict which catalyst facilitates the given reaction. (1) Reactant: [C:1]([NH:4][C:5]1[S:6][C:7]([C:11]2[S:15][C:14]([S:16](Cl)(=[O:18])=[O:17])=[CH:13][CH:12]=2)=[C:8]([CH3:10])[N:9]=1)(=[O:3])[CH3:2].C(N(CC)CC)C.[CH3:27][N:28]([CH3:34])[CH2:29][CH2:30][NH:31][CH2:32][CH3:33]. Product: [CH3:27][N:28]([CH3:34])[CH2:29][CH2:30][N:31]([CH2:32][CH3:33])[S:16]([C:14]1[S:15][C:11]([C:7]2[S:6][C:5]([NH:4][C:1](=[O:3])[CH3:2])=[N:9][C:8]=2[CH3:10])=[CH:12][CH:13]=1)(=[O:18])=[O:17]. The catalyst class is: 2. (2) Reactant: CO[C:3]([C:5]1[S:6][CH:7]=[C:8]([CH3:11])[C:9]=1[NH2:10])=[O:4].[O-:12][C:13]#[N:14].[K+]. Product: [CH3:11][C:8]1[C:9]2[NH:10][C:13](=[O:12])[NH:14][C:3](=[O:4])[C:5]=2[S:6][CH:7]=1. The catalyst class is: 86. (3) Reactant: [CH3:1][Si](C)(C)[N-][Si](C)(C)C.[Li+].[CH:11]1([C:14]2[C:15]([O:28][CH2:29][C:30]3([CH3:37])[CH2:35][CH2:34][C:33](=O)[CH2:32][CH2:31]3)=[CH:16][C:17]([F:27])=[C:18]([CH:26]=2)[C:19]([O:21][C:22]([CH3:25])([CH3:24])[CH3:23])=[O:20])[CH2:13][CH2:12]1. Product: [CH:11]1([C:14]2[C:15]([O:28][CH2:29][C:30]3([CH3:37])[CH2:35][CH2:34][C:33](=[CH2:1])[CH2:32][CH2:31]3)=[CH:16][C:17]([F:27])=[C:18]([CH:26]=2)[C:19]([O:21][C:22]([CH3:24])([CH3:23])[CH3:25])=[O:20])[CH2:13][CH2:12]1. The catalyst class is: 597. (4) Reactant: [CH3:1][C:2]1[O:8][CH:7]=[C:6]([OH:9])[C:4](=[O:5])[CH:3]=1.CN(C)C.[C:14](Cl)(=[O:22])[CH2:15][CH2:16][CH2:17][CH2:18][CH2:19][CH2:20][CH3:21]. Product: [C:14]([O:9][C:6]1[C:4](=[O:5])[CH:3]=[C:2]([CH3:1])[O:8][CH:7]=1)(=[O:22])[CH2:15][CH2:16][CH2:17][CH2:18][CH2:19][CH2:20][CH3:21]. The catalyst class is: 1.